Dataset: Full USPTO retrosynthesis dataset with 1.9M reactions from patents (1976-2016). Task: Predict the reactants needed to synthesize the given product. (1) Given the product [CH2:24]([O:28][C:29]([C:2]1[C:3]2[N:4]([C:8]([C:11]3[CH:16]=[CH:15][C:14]([F:17])=[CH:13][CH:12]=3)=[N:9][CH:10]=2)[CH:5]=[CH:6][N:7]=1)=[O:31])[CH3:26], predict the reactants needed to synthesize it. The reactants are: Cl[C:2]1[C:3]2[N:4]([C:8]([C:11]3[CH:16]=[CH:15][C:14]([F:17])=[CH:13][CH:12]=3)=[N:9][CH:10]=2)[CH:5]=[CH:6][N:7]=1.CCN([CH:24]([CH3:26])C)C(C)C.[C]=[O:28].[CH2:29]([OH:31])C. (2) The reactants are: [CH2:1]([O:4][C:5]1[C:16]([O:17][CH3:18])=[C:15]([NH:19][C:20](=[O:57])[C:21]2[CH:26]=[CH:25][C:24]([NH:27][C:28](=[O:50])[C:29]3[CH:34]=[CH:33][C:32]([NH:35][C:36](=[O:49])[C@@H:37]([NH:41]C(OC(C)(C)C)=O)[CH2:38][C:39]#[N:40])=[CH:31][CH:30]=3)=[C:23]([O:51][CH3:52])[C:22]=2[O:53][CH2:54][CH:55]=[CH2:56])[CH:14]=[CH:13][C:6]=1[C:7]([O:9][CH2:10][CH:11]=[CH2:12])=[O:8])[CH:2]=[CH2:3].Cl. Given the product [CH2:1]([O:4][C:5]1[C:16]([O:17][CH3:18])=[C:15]([NH:19][C:20](=[O:57])[C:21]2[CH:26]=[CH:25][C:24]([NH:27][C:28](=[O:50])[C:29]3[CH:30]=[CH:31][C:32]([NH:35][C:36](=[O:49])[C@@H:37]([NH2:41])[CH2:38][C:39]#[N:40])=[CH:33][CH:34]=3)=[C:23]([O:51][CH3:52])[C:22]=2[O:53][CH2:54][CH:55]=[CH2:56])[CH:14]=[CH:13][C:6]=1[C:7]([O:9][CH2:10][CH:11]=[CH2:12])=[O:8])[CH:2]=[CH2:3], predict the reactants needed to synthesize it. (3) Given the product [Cl:1][C:2]1[CH:3]=[C:4]([CH:8]=[C:9]([Cl:11])[N:10]=1)[C:5]([O:7][CH2:16][CH3:17])=[O:6], predict the reactants needed to synthesize it. The reactants are: [Cl:1][C:2]1[CH:3]=[C:4]([CH:8]=[C:9]([Cl:11])[N:10]=1)[C:5]([OH:7])=[O:6].S(Cl)(Cl)=O.[CH2:16](O)[CH3:17]. (4) The reactants are: C([O:3][C:4](=O)[CH:5]=[C:6]([C:9]1[CH:14]=[C:13]([Si:15]([CH3:18])([CH3:17])[CH3:16])[N:12]=[C:11]([O:19][CH3:20])[C:10]=1[CH2:21][O:22][CH2:23][O:24][CH3:25])[CH2:7][CH3:8])C.[H-].[H-].[H-].[H-].[Li+].[Al+3]. Given the product [CH3:20][O:19][C:11]1[C:10]([CH2:21][O:22][CH2:23][O:24][CH3:25])=[C:9]([C:6]([CH2:7][CH3:8])=[CH:5][CH2:4][OH:3])[CH:14]=[C:13]([Si:15]([CH3:18])([CH3:17])[CH3:16])[N:12]=1, predict the reactants needed to synthesize it. (5) Given the product [F:1][C:2]1[CH:3]=[CH:4][C:5]([N:8]2[C:16]3[C:11](=[CH:12][C:13]([O:17][C@H:18]([C:22]4[CH:27]=[CH:26][CH:25]=[C:24]([O:28][CH3:29])[CH:23]=4)[C@@H:19]([NH:21][C:42]([C@H:38]4[CH2:39][CH2:40][CH2:41][N:37]4[C:35]([O:34][C:30]([CH3:33])([CH3:32])[CH3:31])=[O:36])=[O:43])[CH3:20])=[CH:14][CH:15]=3)[CH:10]=[N:9]2)=[CH:6][CH:7]=1, predict the reactants needed to synthesize it. The reactants are: [F:1][C:2]1[CH:7]=[CH:6][C:5]([N:8]2[C:16]3[C:11](=[CH:12][C:13]([O:17][C@H:18]([C:22]4[CH:27]=[CH:26][CH:25]=[C:24]([O:28][CH3:29])[CH:23]=4)[C@@H:19]([NH2:21])[CH3:20])=[CH:14][CH:15]=3)[CH:10]=[N:9]2)=[CH:4][CH:3]=1.[C:30]([O:34][C:35]([N:37]1[CH2:41][CH2:40][CH2:39][C@@H:38]1[C:42](O)=[O:43])=[O:36])([CH3:33])([CH3:32])[CH3:31]. (6) Given the product [CH3:1][N:2]([CH3:3])[C:33]([N:29]1[CH2:30][CH2:31][CH2:32][CH:28]1[C:14]1[C:13]([O:12][C:11]2[CH:10]=[CH:9][C:8]([S:5]([CH3:4])(=[O:6])=[O:7])=[CH:46][CH:45]=2)=[CH:27][C:17]2[N:18]=[C:19]([C:21]3[CH:26]=[CH:25][CH:24]=[CH:23][N:22]=3)[NH:20][C:16]=2[CH:15]=1)=[O:35], predict the reactants needed to synthesize it. The reactants are: [CH3:1][NH:2][CH3:3].[CH3:4][S:5]([C:8]1[CH:46]=[CH:45][C:11]([O:12][C:13]2[C:14]([CH:28]3[CH2:32][CH2:31][CH2:30][N:29]3[C:33]([O:35]C3C=CC([N+]([O-])=O)=CC=3)=O)=[CH:15][C:16]3[NH:20][CH:19]([C:21]4[CH:26]=[CH:25][CH:24]=[CH:23][N:22]=4)[NH:18][C:17]=3[CH:27]=2)=[CH:10][CH:9]=1)(=[O:7])=[O:6]. (7) The reactants are: [CH3:1][C@@:2]1([OH:20])[C@H:6]([OH:7])[C@@H:5]([CH2:8][OH:9])[O:4][C@H:3]1[N:10]1[C:19]2[N:18]=C[N:16]=[C:14]([NH2:15])[C:13]=2[N:12]=[CH:11]1.OO.C1C=CC(CBr)=CC=1.[OH-].[Na+].N.CO.[N:36]([O-])=O.[Na+]. Given the product [CH3:1][C@@:2]1([OH:20])[C@H:6]([OH:7])[C@@H:5]([CH2:8][OH:9])[O:4][C@H:3]1[N:10]1[C:19]2[N:18]=[N:36][N:16]=[C:14]([NH2:15])[C:13]=2[N:12]=[CH:11]1, predict the reactants needed to synthesize it.